Dataset: Reaction yield outcomes from USPTO patents with 853,638 reactions. Task: Predict the reaction yield, written as a fraction of the theoretical maximum amount of product (1.0 means a 100% yield; for example, 0.34 means a 34% yield). (1) The reactants are [NH2:1][C@H:2]1[C@@H:7]([NH:8][C:9]([C:11]2[NH:12][C:13]([CH3:18])=[C:14]([Cl:17])[C:15]=2[Cl:16])=[O:10])[CH2:6][CH2:5][N:4]([C:19]2[S:20][C:21]([C:24]([O:26][CH3:27])=[O:25])=[CH:22][N:23]=2)[CH2:3]1.Cl[CH:29](Cl)[C:30](=[N:32][NH:33]S(C1C=CC(C)=CC=1)(=O)=O)[CH3:31].CCN(C(C)C)C(C)C. The catalyst is C1COCC1.CCOC(C)=O. The product is [Cl:16][C:15]1[C:14]([Cl:17])=[C:13]([CH3:18])[NH:12][C:11]=1[C:9]([NH:8][C@H:7]1[CH2:6][CH2:5][N:4]([C:19]2[S:20][C:21]([C:24]([O:26][CH3:27])=[O:25])=[CH:22][N:23]=2)[CH2:3][C@H:2]1[N:1]1[CH:29]=[C:30]([CH3:31])[N:32]=[N:33]1)=[O:10]. The yield is 0.222. (2) The reactants are C1COCC1.[F-:6].C([N+](CCCC)(CCCC)CCCC)CCC.C(O)(C)(C)C.CS(O[CH2:34][CH2:35][C:36]1[CH:41]=[CH:40][C:39]([C:42]2[CH:47]=[CH:46][C:45]([O:48][CH2:49][CH3:50])=[C:44]([F:51])[C:43]=2[F:52])=[CH:38][CH:37]=1)(=O)=O. The catalyst is O. The product is [CH2:49]([O:48][C:45]1[CH:46]=[CH:47][C:42]([C:39]2[CH:40]=[CH:41][C:36]([CH2:35][CH2:34][F:6])=[CH:37][CH:38]=2)=[C:43]([F:52])[C:44]=1[F:51])[CH3:50]. The yield is 0.355. (3) The reactants are [F:1][C:2]1[C:3](=O)[NH:4][C:5]2[C:10]([CH:11]=1)=[CH:9][CH:8]=[C:7]([O:12][CH3:13])[CH:6]=2.O=P(Cl)(Cl)[Cl:17]. No catalyst specified. The product is [Cl:17][C:3]1[C:2]([F:1])=[CH:11][C:10]2[C:5](=[CH:6][C:7]([O:12][CH3:13])=[CH:8][CH:9]=2)[N:4]=1. The yield is 0.360. (4) The reactants are C(OC([NH:8][C:9]1[CH:10]=[C:11]2[C:16](=[CH:17][CH:18]=1)[N:15]([C:19]([CH:21]1[CH2:26][CH2:25][CH2:24][CH2:23][CH2:22]1)=[O:20])[CH:14]([CH2:27][N:28]1[CH2:33][CH2:32][N:31]([C:34]3[CH:39]=[CH:38][C:37]([F:40])=[CH:36][C:35]=3[O:41][CH3:42])[CH2:30][CH2:29]1)[CH2:13][CH2:12]2)=O)(C)(C)C.Cl. The catalyst is CO.C(OCC)C. The product is [NH2:8][C:9]1[CH:10]=[C:11]2[C:16](=[CH:17][CH:18]=1)[N:15]([C:19]([CH:21]1[CH2:22][CH2:23][CH2:24][CH2:25][CH2:26]1)=[O:20])[CH:14]([CH2:27][N:28]1[CH2:33][CH2:32][N:31]([C:34]3[CH:39]=[CH:38][C:37]([F:40])=[CH:36][C:35]=3[O:41][CH3:42])[CH2:30][CH2:29]1)[CH2:13][CH2:12]2. The yield is 0.720.